Predict the reactants needed to synthesize the given product. From a dataset of Full USPTO retrosynthesis dataset with 1.9M reactions from patents (1976-2016). Given the product [O:1]1[CH:5]=[CH:4][CH:3]=[C:2]1[C:6]1[N:7]=[C:8]([C:11]2[NH:28][C:15]3[CH2:16][CH2:17][CH2:18][CH2:19][C:14]=3[N:13]=2)[S:9][CH:10]=1, predict the reactants needed to synthesize it. The reactants are: [O:1]1[CH:5]=[CH:4][CH:3]=[C:2]1[C:6]1[N:7]=[C:8]([C:11]([NH:13][CH:14]2[CH2:19][CH2:18][CH2:17][CH2:16][C:15]2=O)=O)[S:9][CH:10]=1.FC(F)(F)C([O-])=O.[NH4+:28].O.